Task: Predict which catalyst facilitates the given reaction.. Dataset: Catalyst prediction with 721,799 reactions and 888 catalyst types from USPTO (1) Reactant: [C:1]1([CH2:7][N:8]2[CH:13]=[CH:12][C:11]([CH2:14][OH:15])=[CH:10][CH:9]2Cl)[CH:6]=[CH:5][CH:4]=[CH:3][CH:2]=1.[BH4-].[Na+].O. Product: [C:1]1([CH2:7][N:8]2[CH2:9][CH:10]=[C:11]([CH2:14][OH:15])[CH2:12][CH2:13]2)[CH:2]=[CH:3][CH:4]=[CH:5][CH:6]=1. The catalyst class is: 5. (2) Reactant: [O:1]1[CH2:5][CH2:4][CH:3]([CH2:6][C:7]([O:9]C)=O)[CH2:2]1.[NH2:11][NH2:12].O. Product: [O:1]1[CH2:5][CH2:4][CH:3]([CH2:6][C:7]([NH:11][NH2:12])=[O:9])[CH2:2]1. The catalyst class is: 5. (3) Reactant: [CH3:1][C:2]([CH3:29])([CH3:28])[CH2:3][O:4][C:5]1([C:8]2[CH:13]=[CH:12][C:11]([C:14]#[C:15][C:16]3[CH:21]=[CH:20][C:19]([CH2:22][C:23]([O:25]C)=[O:24])=[CH:18][CH:17]=3)=[CH:10][C:9]=2[CH3:27])[CH2:7][CH2:6]1.[OH-].[Na+]. Product: [CH3:1][C:2]([CH3:29])([CH3:28])[CH2:3][O:4][C:5]1([C:8]2[CH:13]=[CH:12][C:11]([C:14]#[C:15][C:16]3[CH:21]=[CH:20][C:19]([CH2:22][C:23]([OH:25])=[O:24])=[CH:18][CH:17]=3)=[CH:10][C:9]=2[CH3:27])[CH2:7][CH2:6]1. The catalyst class is: 199. (4) Reactant: [C:1]([C:4]1([O:17][CH3:18])[CH2:9][CH2:8][N:7]([C:10]([O:12][C:13]([CH3:16])([CH3:15])[CH3:14])=[O:11])[CH2:6][CH2:5]1)(=[O:3])[CH3:2].C(NC(C)C)(C)C.[Li].[CH:27](=[O:30])[CH2:28][CH3:29].[Cl-].[NH4+]. Product: [OH:30][CH:27]([CH2:28][CH3:29])[CH2:2][C:1]([C:4]1([O:17][CH3:18])[CH2:9][CH2:8][N:7]([C:10]([O:12][C:13]([CH3:14])([CH3:16])[CH3:15])=[O:11])[CH2:6][CH2:5]1)=[O:3]. The catalyst class is: 7. (5) Reactant: FC(F)(F)S(O[C:7]1[CH:11]=[CH:10][N:9]([C:12]2[CH:17]=[CH:16][CH:15]=[CH:14][N:13]=2)[N:8]=1)(=O)=O.F[C:21]1[CH:22]=[C:23]([CH:26]=[CH:27][CH:28]=1)[C:24]#[N:25].C(=O)([O-])[O-].[K+].[K+]. Product: [N:13]1[CH:14]=[CH:15][CH:16]=[CH:17][C:12]=1[N:9]1[CH:10]=[CH:11][C:7]([C:21]2[CH:22]=[C:23]([CH:26]=[CH:27][CH:28]=2)[C:24]#[N:25])=[N:8]1. The catalyst class is: 108. (6) Reactant: [Li+].[OH-:2].[CH2:3]1[CH2:7][O:6][CH2:5][CH2:4]1.O.C[CH2:10][N:11]([CH2:14][CH3:15])CC.[CH2:16]([Cl:18])Cl. Product: [CH2:5]([O:6][C:16]([Cl:18])=[O:2])[CH3:4].[NH3:11].[CH3:10][NH2:11].[C:14]1([NH2:11])[CH:15]=[CH:5][CH:4]=[CH:3][CH:7]=1. The catalyst class is: 142. (7) Reactant: [CH2:1]([O:3][C:4](=[O:27])[CH2:5][CH2:6][C:7]1[CH:25]=[CH:24][C:10]([O:11][CH2:12][C:13]2[CH:14]=[C:15]([CH:21]=[CH:22][CH:23]=2)[O:16][CH2:17][C:18](O)=[O:19])=[C:9]([F:26])[CH:8]=1)[CH3:2].Cl.CN.[CH2:31]([N:33](CC)CC)C.Cl.C(N=C=NCCCN(C)C)C.ON1C2C=CC=CC=2N=N1. Product: [F:26][C:9]1[CH:8]=[C:7]([CH2:6][CH2:5][C:4]([O:3][CH2:1][CH3:2])=[O:27])[CH:25]=[CH:24][C:10]=1[O:11][CH2:12][C:13]1[CH:23]=[CH:22][CH:21]=[C:15]([O:16][CH2:17][C:18]([NH:33][CH3:31])=[O:19])[CH:14]=1. The catalyst class is: 18. (8) Reactant: C([O:3][C:4](=[O:35])[CH2:5][CH:6]1[O:10][B:9]([OH:11])[C:8]2[CH:12]=[C:13]([O:28][C:29]3[CH:34]=[N:33][CH:32]=[CH:31][N:30]=3)[CH:14]=[C:15]([O:16][CH2:17][CH2:18][CH2:19][NH:20][C:21]([O:23][C:24]([CH3:27])([CH3:26])[CH3:25])=[O:22])[C:7]1=2)C.[Li+].[OH-].Cl. Product: [C:24]([O:23][C:21]([NH:20][CH2:19][CH2:18][CH2:17][O:16][C:15]1[C:7]2[CH:6]([CH2:5][C:4]([OH:35])=[O:3])[O:10][B:9]([OH:11])[C:8]=2[CH:12]=[C:13]([O:28][C:29]2[CH:34]=[N:33][CH:32]=[CH:31][N:30]=2)[CH:14]=1)=[O:22])([CH3:27])([CH3:25])[CH3:26]. The catalyst class is: 20. (9) Reactant: [NH2:1][CH2:2][C@H:3]([OH:7])[CH:4]([CH3:6])[CH3:5].C([O-])([O-])=O.[K+].[K+].[Br:14][C:15]1[CH:16]=[C:17]([CH:22]=[CH:23][C:24]=1[CH2:25]Br)[C:18]([O:20][CH3:21])=[O:19]. Product: [Br:14][C:15]1[CH:16]=[C:17]([CH:22]=[CH:23][C:24]=1[CH2:25][NH:1][CH2:2][C@H:3]([OH:7])[CH:4]([CH3:6])[CH3:5])[C:18]([O:20][CH3:21])=[O:19]. The catalyst class is: 23. (10) Reactant: [C:1]([O:5][C:6](=[O:37])[CH2:7][CH2:8][C@H:9]([NH:26]C(OCC1C=CC=CC=1)=O)[C:10]([N:12]1[CH2:17][CH2:16][CH:15]([NH:18][C:19]([O:21][CH2:22][CH2:23][CH2:24][CH3:25])=[O:20])[CH2:14][CH2:13]1)=[O:11])([CH3:4])([CH3:3])[CH3:2]. Product: [C:1]([O:5][C:6](=[O:37])[CH2:7][CH2:8][C@H:9]([NH2:26])[C:10]([N:12]1[CH2:13][CH2:14][CH:15]([NH:18][C:19]([O:21][CH2:22][CH2:23][CH2:24][CH3:25])=[O:20])[CH2:16][CH2:17]1)=[O:11])([CH3:2])([CH3:3])[CH3:4]. The catalyst class is: 50.